From a dataset of Forward reaction prediction with 1.9M reactions from USPTO patents (1976-2016). Predict the product of the given reaction. (1) Given the reactants Cl[C:2]1[CH:7]=[C:6]([O:8][CH2:9][C:10]#[C:11][CH3:12])[N:5]=[CH:4][N:3]=1.[CH2:13]([NH:15][CH2:16][C:17]1[CH:22]=[CH:21][CH:20]=[CH:19][CH:18]=1)[CH3:14], predict the reaction product. The product is: [CH2:9]([O:8][C:6]1[N:5]=[CH:4][N:3]=[C:2]([N:15]([CH2:13][CH3:14])[CH2:16][C:17]2[CH:22]=[CH:21][CH:20]=[CH:19][CH:18]=2)[CH:7]=1)[C:10]#[C:11][CH3:12]. (2) Given the reactants Br[CH2:2][C:3]([C:5]1[CH:10]=[CH:9][C:8]([CH2:11][C@H:12]([NH:25][C:26](=[O:32])[O:27][C:28]([CH3:31])([CH3:30])[CH3:29])[CH2:13][N:14]2[C:22](=[O:23])[C:21]3[C:16](=[CH:17][CH:18]=[CH:19][CH:20]=3)[C:15]2=[O:24])=[CH:7][CH:6]=1)=O.[Br:33][C:34]1[C:35]([NH2:40])=[N:36][CH:37]=[CH:38][CH:39]=1.C(=O)(O)[O-].[Na+], predict the reaction product. The product is: [Br:33][C:34]1[C:35]2[N:36]([CH:2]=[C:3]([C:5]3[CH:6]=[CH:7][C:8]([CH2:11][C@H:12]([NH:25][C:26](=[O:32])[O:27][C:28]([CH3:30])([CH3:29])[CH3:31])[CH2:13][N:14]4[C:15](=[O:24])[C:16]5[C:21](=[CH:20][CH:19]=[CH:18][CH:17]=5)[C:22]4=[O:23])=[CH:9][CH:10]=3)[N:40]=2)[CH:37]=[CH:38][CH:39]=1. (3) Given the reactants [C:1]1([CH:7]2[CH2:16][C:15]3[NH:14][C:13](=O)[CH:12]=[CH:11][C:10]=3[C:9](=[O:18])[CH2:8]2)[CH:6]=[CH:5][CH:4]=[CH:3][CH:2]=1.P(Cl)(Cl)([Cl:21])=O, predict the reaction product. The product is: [Cl:21][C:13]1[CH:12]=[CH:11][C:10]2[C:9](=[O:18])[CH2:8][CH:7]([C:1]3[CH:6]=[CH:5][CH:4]=[CH:3][CH:2]=3)[CH2:16][C:15]=2[N:14]=1. (4) Given the reactants [F:1][C:2]1[CH:10]=[C:9]2[C:5]([C:6](=[C:12]3[C:20]4[C:15](=[CH:16][CH:17]=[CH:18][CH:19]=4)[CH:14]([CH2:21][C:22]([OH:24])=[O:23])[O:13]3)[C:7](=[O:11])[NH:8]2)=[CH:4][CH:3]=1.[Li][CH2:26][CH2:27][CH2:28][CH3:29].[CH3:26][CH2:27][CH2:28][CH2:29]CC.C(Cl)(=O)C(Cl)=O.O[CH2:43][CH2:44][N:45]1CCOC[CH2:46]1, predict the reaction product. The product is: [N:45]1([CH2:44][CH2:43][O:23][C:22](=[O:24])[CH2:21][CH:14]2[C:15]3[C:20](=[CH:19][CH:18]=[CH:17][CH:16]=3)[C:12](=[C:6]3[C:5]4[C:9](=[CH:10][C:2]([F:1])=[CH:3][CH:4]=4)[NH:8][C:7]3=[O:11])[O:13]2)[CH2:46][CH2:29][CH2:28][CH2:27][CH2:26]1. (5) Given the reactants [CH3:1][O:2][C:3]1[CH:4]=[C:5]([C:13]2[O:21][C:20]3[C:15](=[N:16][CH:17]=[CH:18][C:19]=3[C:22]3[CH:23]=[C:24]([CH:27]=[CH:28][CH:29]=3)[CH2:25][NH2:26])[CH:14]=2)[CH:6]=[C:7]([O:11][CH3:12])[C:8]=1[O:9][CH3:10].[C:30](OC(=O)C)(=[O:32])[CH3:31].O, predict the reaction product. The product is: [CH3:1][O:2][C:3]1[CH:4]=[C:5]([C:13]2[O:21][C:20]3[C:15](=[N:16][CH:17]=[CH:18][C:19]=3[C:22]3[CH:23]=[C:24]([CH2:25][NH:26][C:30](=[O:32])[CH3:31])[CH:27]=[CH:28][CH:29]=3)[CH:14]=2)[CH:6]=[C:7]([O:11][CH3:12])[C:8]=1[O:9][CH3:10]. (6) Given the reactants [O:1]=[C:2]([CH:4]=[C:5]([CH3:7])[CH3:6])[CH3:3].[CH2:8]=[O:9], predict the reaction product. The product is: [CH3:6][C:5]1([CH3:7])[CH2:4][C:2](=[O:1])[CH2:3][CH2:8][O:9]1. (7) Given the reactants Cl.[F:2][C:3]([F:14])([F:13])[C:4]1[N:8]2[CH2:9][CH2:10][NH:11][CH2:12][C:7]2=[CH:6][N:5]=1.C(N(CC)CC)C.[C:22](O[C:22]([O:24][C:25]([CH3:28])([CH3:27])[CH3:26])=[O:23])([O:24][C:25]([CH3:28])([CH3:27])[CH3:26])=[O:23].O, predict the reaction product. The product is: [F:14][C:3]([F:2])([F:13])[C:4]1[N:8]2[CH2:9][CH2:10][N:11]([C:22]([O:24][C:25]([CH3:28])([CH3:27])[CH3:26])=[O:23])[CH2:12][C:7]2=[CH:6][N:5]=1.